Dataset: Forward reaction prediction with 1.9M reactions from USPTO patents (1976-2016). Task: Predict the product of the given reaction. (1) Given the reactants C([O:3][C:4]([C:6]1[CH:7]=[C:8]2[C:13](=[CH:14][CH:15]=1)[NH:12][CH:11]([C:16]1[CH:21]=[C:20]([N:22]3[CH2:27][CH2:26][O:25][CH2:24][CH2:23]3)[CH:19]=[CH:18][C:17]=1[Cl:28])[CH2:10][C:9]2([CH3:30])[CH3:29])=[O:5])C.[OH-].[Na+].Cl, predict the reaction product. The product is: [Cl:28][C:17]1[CH:18]=[CH:19][C:20]([N:22]2[CH2:27][CH2:26][O:25][CH2:24][CH2:23]2)=[CH:21][C:16]=1[CH:11]1[CH2:10][C:9]([CH3:29])([CH3:30])[C:8]2[C:13](=[CH:14][CH:15]=[C:6]([C:4]([OH:5])=[O:3])[CH:7]=2)[NH:12]1. (2) The product is: [CH3:1][NH:2][C:3]([C:5]1[CH:6]=[C:7]([CH:8]=[CH:9][CH:10]=1)[CH2:11][C:12]1[N:21]([C:15]2[CH:16]=[CH:17][CH:18]=[CH:19][CH:20]=2)[C:22](=[S:25])[NH:23][N:24]=1)=[O:4]. Given the reactants [CH3:1][NH:2][C:3]([C:5]1[CH:6]=[C:7]([CH2:11][C:12](O)=O)[CH:8]=[CH:9][CH:10]=1)=[O:4].[C:15]1([NH:21][C:22](=[S:25])[NH:23][NH2:24])[CH:20]=[CH:19][CH:18]=[CH:17][CH:16]=1, predict the reaction product. (3) Given the reactants Cl[C:2]1[CH:7]=[CH:6][C:5]([NH:8][C:9]([NH:11][C:12]2[CH:17]=[CH:16][CH:15]=[C:14]([C:18]3[CH:23]=[CH:22][CH:21]=[C:20]([N:24]4[CH2:28][CH2:27][CH2:26][CH2:25]4)[N:19]=3)[CH:13]=2)=[O:10])=[CH:4][CH:3]=1.[O:29](C1C=C(C=CC=1)N)[C:30]1[CH:35]=[CH:34][CH:33]=[CH:32][CH:31]=1.CCN(C(C)C)C(C)C, predict the reaction product. The product is: [O:29]([C:3]1[CH:4]=[C:5]([NH:8][C:9]([NH:11][C:12]2[CH:17]=[CH:16][CH:15]=[C:14]([C:18]3[CH:23]=[CH:22][CH:21]=[C:20]([N:24]4[CH2:28][CH2:27][CH2:26][CH2:25]4)[N:19]=3)[CH:13]=2)=[O:10])[CH:6]=[CH:7][CH:2]=1)[C:30]1[CH:35]=[CH:34][CH:33]=[CH:32][CH:31]=1. (4) Given the reactants [C:1]1([S:7]([CH2:10][C:11]2[C:16]([C:17]([O:19][CH2:20]C)=[O:18])=[C:15](O)[C:14]([C:23]3C=CO[CH:24]=3)=[CH:13][CH:12]=2)(=[O:9])=[O:8])[CH:6]=[CH:5][CH:4]=[CH:3][CH:2]=1.C1(S(CC2C(C(OC)=O)=C(OS(C(F)(F)F)(=O)=O)C(CC)=CC=2)(=O)=O)C=CC=CC=1.[CH3:58][N:59]1[CH:63]=[CH:62][C:61](B2OC(C)(C)C(C)(C)O2)=[N:60]1, predict the reaction product. The product is: [C:1]1([S:7]([CH2:10][C:11]2[C:16]([C:17]([O:19][CH3:20])=[O:18])=[C:15]([C:61]3[CH:62]=[CH:63][N:59]([CH3:58])[N:60]=3)[C:14]([CH2:23][CH3:24])=[CH:13][CH:12]=2)(=[O:9])=[O:8])[CH:6]=[CH:5][CH:4]=[CH:3][CH:2]=1. (5) Given the reactants [OH:1][C:2]1[CH:12]=[CH:11][C:5]([CH:6]=[CH:7][C:8]([OH:10])=[O:9])=[CH:4][CH:3]=1.[H][H], predict the reaction product. The product is: [OH:1][C:2]1[CH:3]=[CH:4][C:5]([CH2:6][CH2:7][C:8]([OH:10])=[O:9])=[CH:11][CH:12]=1. (6) Given the reactants [CH:1]1[C:2]2[C:17](=[O:18])[C:16]([C:19]([OH:21])=[O:20])=[CH:15][N:14]([CH:22]3[CH2:24][CH2:23]3)[C:3]=2[CH:4]=[C:5]([N:8]2[CH2:13][CH2:12][NH:11][CH2:10][CH2:9]2)[C:6]=1[F:7].[OH:25][C:26]([CH:28]([C:30]1[CH:39]=[CH:38][C:33]([CH2:34][CH:35]([CH3:37])[CH3:36])=[CH:32][CH:31]=1)[CH3:29])=[O:27], predict the reaction product. The product is: [OH:27][C:26]([CH:28]([C:30]1[CH:31]=[CH:32][C:33]([CH2:34][CH:35]([CH3:36])[CH3:37])=[CH:38][CH:39]=1)[CH3:29])=[O:25].[CH:1]1[C:2]2[C:17](=[O:18])[C:16]([C:19]([OH:21])=[O:20])=[CH:15][N:14]([CH:22]3[CH2:23][CH2:24]3)[C:3]=2[CH:4]=[C:5]([N:8]2[CH2:9][CH2:10][NH:11][CH2:12][CH2:13]2)[C:6]=1[F:7]. (7) Given the reactants [F:1][C:2]1[CH:10]=[CH:9][C:8]([CH2:11][C:12]2[C:21]3[C:16](=[CH:17][CH:18]=[CH:19][CH:20]=3)[C:15](=[O:22])[NH:14][N:13]=2)=[CH:7][C:3]=1[C:4]([OH:6])=O.F[P-](F)(F)(F)(F)F.N1(OC(N(C)C)=[N+](C)C)C2C=CC=CC=2N=N1.[F:47][CH:48]([F:58])[C:49]1[N:53]2[CH2:54][CH2:55][NH:56][CH2:57][C:52]2=[N:51][N:50]=1.C(N(CC)C(C)C)(C)C, predict the reaction product. The product is: [F:58][CH:48]([F:47])[C:49]1[N:53]2[CH2:54][CH2:55][N:56]([C:4]([C:3]3[CH:7]=[C:8]([CH2:11][C:12]4[C:21]5[C:16](=[CH:17][CH:18]=[CH:19][CH:20]=5)[C:15](=[O:22])[NH:14][N:13]=4)[CH:9]=[CH:10][C:2]=3[F:1])=[O:6])[CH2:57][C:52]2=[N:51][N:50]=1.